The task is: Binary Classification. Given a miRNA mature sequence and a target amino acid sequence, predict their likelihood of interaction.. This data is from Experimentally validated miRNA-target interactions with 360,000+ pairs, plus equal number of negative samples. The miRNA is hsa-miR-4476 with sequence CAGGAAGGAUUUAGGGACAGGC. The protein sequence of the target gene is MGSTESSEGRRVSFGVDEEERVRVLQGVRLSENVVNRMKEPSSPPPAPTSSTFGLQDGNLRAPHKESTLPRSGSSGGQQPSGMKEGVKRYEQEHAAIQDKLFQVAKREREAATKHSKASLPTGEGSISHEEQKSVRLARELESREAELRRRDTFYKEQLERIERKNAEMYKLSSEQFHEAASKMESTIKPRRVEPVCSGLQAQILHCYRDRPHEVLLCSDLVKAYQRCVSAAHKG. Result: 0 (no interaction).